Dataset: Reaction yield outcomes from USPTO patents with 853,638 reactions. Task: Predict the reaction yield, written as a fraction of the theoretical maximum amount of product (1.0 means a 100% yield; for example, 0.34 means a 34% yield). (1) The reactants are [Cl:1][C:2]1[CH:7]=[C:6]([N+:8]([O-])=O)[C:5]([CH3:11])=[CH:4][C:3]=1[Cl:12].C1COCC1.[NH4+].[Cl-]. The catalyst is CO.O.[Fe]. The yield is 0.990. The product is [Cl:12][C:3]1[C:2]([Cl:1])=[CH:7][C:6]([NH2:8])=[C:5]([CH3:11])[CH:4]=1. (2) The yield is 0.920. The product is [CH2:1]([N:8]([CH2:24][C@H:25]([OH:47])[CH2:26][O:27][C:28]1[CH:33]=[CH:32][C:31]([O:34][CH2:35][C:36]2[CH:37]=[CH:38][CH:39]=[CH:40][CH:41]=2)=[C:30]([NH:42][S:43]([CH3:46])(=[O:45])=[O:44])[CH:29]=1)[C@H:9]1[CH2:14][CH2:13][C@H:12]([C:15]2[CH:16]=[CH:17][C:18]([C:19]([NH:76][C@H:75]([C:74]([O:73][CH2:71][CH3:72])=[O:84])[CH2:77][C:78]3[CH:83]=[CH:82][CH:81]=[CH:80][CH:79]=3)=[O:20])=[CH:22][CH:23]=2)[CH2:11][CH2:10]1)[C:2]1[CH:3]=[CH:4][CH:5]=[CH:6][CH:7]=1. The catalyst is ClCCl.C(N(CC)CC)C. The reactants are [CH2:1]([N:8]([CH2:24][C@H:25]([OH:47])[CH2:26][O:27][C:28]1[CH:33]=[CH:32][C:31]([O:34][CH2:35][C:36]2[CH:41]=[CH:40][CH:39]=[CH:38][CH:37]=2)=[C:30]([NH:42][S:43]([CH3:46])(=[O:45])=[O:44])[CH:29]=1)[C@H:9]1[CH2:14][CH2:13][C@H:12]([C:15]2[CH:23]=[CH:22][C:18]([C:19](O)=[O:20])=[CH:17][CH:16]=2)[CH2:11][CH2:10]1)[C:2]1[CH:7]=[CH:6][CH:5]=[CH:4][CH:3]=1.ON1C2C=CC=CC=2N=N1.Cl.C(N=C=NCCCN(C)C)C.Cl.[CH2:71]([O:73][C:74](=[O:84])[C@H:75]([CH2:77][C:78]1[CH:83]=[CH:82][CH:81]=[CH:80][CH:79]=1)[NH2:76])[CH3:72]. (3) The reactants are [S:1]([N:11]1[C:15]2[N:16]=[CH:17][C:18]3[N:19]([C:20]([C:23]45[CH2:30][CH2:29][C:26]([NH:31]C(=O)OC(C)(C)C)([CH2:27][CH2:28]4)[CH2:25][CH2:24]5)=[N:21][CH:22]=3)[C:14]=2[CH:13]=[CH:12]1)([C:4]1[CH:10]=[CH:9][C:7]([CH3:8])=[CH:6][CH:5]=1)(=[O:3])=[O:2].Cl.[CH:40]1([S:43](Cl)(=[O:45])=[O:44])[CH2:42][CH2:41]1. The catalyst is CN(C=O)C. The product is [S:1]([N:11]1[C:15]2[N:16]=[CH:17][C:18]3[N:19]([C:20]([C:23]45[CH2:28][CH2:27][C:26]([NH:31][S:43]([CH:40]6[CH2:42][CH2:41]6)(=[O:45])=[O:44])([CH2:29][CH2:30]4)[CH2:25][CH2:24]5)=[N:21][CH:22]=3)[C:14]=2[CH:13]=[CH:12]1)([C:4]1[CH:5]=[CH:6][C:7]([CH3:8])=[CH:9][CH:10]=1)(=[O:3])=[O:2]. The yield is 0.140.